Dataset: Forward reaction prediction with 1.9M reactions from USPTO patents (1976-2016). Task: Predict the product of the given reaction. (1) Given the reactants CC1C=CC(S(O[CH2:12][C@H:13]2[O:18][C@@:17]3([C:26]4[C:21](=[CH:22][C:23]([Cl:37])=[C:24]([CH2:27][C:28]5[CH:33]=[CH:32][C:31]([CH:34]([CH3:36])[CH3:35])=[CH:30][CH:29]=5)[CH:25]=4)[CH2:20][O:19]3)[C@H:16]([OH:38])[C@@H:15]([OH:39])[C@@H:14]2[OH:40])(=O)=O)=CC=1.[CH3:41][N:42](Cl)[CH3:43].CCN(CC)CC, predict the reaction product. The product is: [Cl:37][C:23]1[CH:22]=[C:21]2[C:26](=[CH:25][C:24]=1[CH2:27][C:28]1[CH:33]=[CH:32][C:31]([CH:34]([CH3:36])[CH3:35])=[CH:30][CH:29]=1)[C@:17]1([C@H:16]([OH:38])[C@@H:15]([OH:39])[C@H:14]([OH:40])[C@@H:13]([CH2:12][N:42]([CH3:43])[CH3:41])[O:18]1)[O:19][CH2:20]2. (2) Given the reactants [N:1]([C@@H:4]1[CH2:9][CH2:8][C@H:7]([N:10]2[C:14]3[N:15]=[CH:16][N:17]=[C:18]([NH2:19])[C:13]=3[C:12]([C:20]3[CH:25]=[C:24]([O:26][CH2:27][CH:28]4[CH2:32][CH2:31][CH2:30][O:29]4)[CH:23]=[CH:22][C:21]=3[F:33])=[CH:11]2)[CH2:6][CH2:5]1)=[N+]=[N-].C1C=CC(P(C2C=CC=CC=2)C2C=CC=CC=2)=CC=1.[OH-].[Na+], predict the reaction product. The product is: [NH2:1][C@@H:4]1[CH2:9][CH2:8][C@H:7]([N:10]2[C:14]3[N:15]=[CH:16][N:17]=[C:18]([NH2:19])[C:13]=3[C:12]([C:20]3[CH:25]=[C:24]([O:26][CH2:27][CH:28]4[CH2:32][CH2:31][CH2:30][O:29]4)[CH:23]=[CH:22][C:21]=3[F:33])=[CH:11]2)[CH2:6][CH2:5]1. (3) Given the reactants ClC1C=CC=CC=1C1C(C[N:20]2[C:24]3=NC=NC(N)=[C:23]3[C:22](I)=[N:21]2)=NC2C(N=1)=CC=CC=2C.[Cl:31][C:32]1[CH:37]=[CH:36][CH:35]=[CH:34][C:33]=1[C:38]1[C:39]([CH2:49][N:50]2[C:54]3=[N:55][CH:56]=[N:57][C:58]([NH2:59])=[C:53]3[C:52](I)=[N:51]2)=[N:40][C:41]2[C:46]([N:47]=1)=[C:45]([CH3:48])[CH:44]=[CH:43][CH:42]=2.N1C=C(B2OC(C)(C)C(C)(C)O2)C=N1.C(=O)([O-])[O-].[Na+].[Na+], predict the reaction product. The product is: [Cl:31][C:32]1[CH:37]=[CH:36][CH:35]=[CH:34][C:33]=1[C:38]1[C:39]([CH2:49][N:50]2[C:54]3=[N:55][CH:56]=[N:57][C:58]([NH2:59])=[C:53]3[C:52]([C:23]3[CH:24]=[N:20][NH:21][CH:22]=3)=[N:51]2)=[N:40][C:41]2[C:46]([N:47]=1)=[C:45]([CH3:48])[CH:44]=[CH:43][CH:42]=2. (4) The product is: [O:19]([P:17]([NH:26][C@@H:27]([CH3:34])[C:28]([O:30][CH:31]([CH3:33])[CH3:32])=[O:29])([S:9][C:10]1[CH:15]=[CH:14][CH:13]=[CH:12][N:11]=1)=[S:18])[C:20]1[CH:21]=[CH:22][CH:23]=[CH:24][CH:25]=1. Given the reactants N12CCN(CC1)CC2.[SH:9][C:10]1[CH:15]=[CH:14][CH:13]=[CH:12][N:11]=1.Cl[P:17]([NH:26][C@@H:27]([CH3:34])[C:28]([O:30][CH:31]([CH3:33])[CH3:32])=[O:29])([O:19][C:20]1[CH:25]=[CH:24][CH:23]=[CH:22][CH:21]=1)=[S:18], predict the reaction product.